Task: Predict the product of the given reaction.. Dataset: Forward reaction prediction with 1.9M reactions from USPTO patents (1976-2016) Given the reactants Cl.Cl.[NH2:3][CH:4]([C:16]1[CH:21]=[CH:20][CH:19]=[CH:18][CH:17]=1)[C:5]([O:7][C@@H:8]1[CH:13]2[CH2:14][CH2:15][N:10]([CH2:11][CH2:12]2)[CH2:9]1)=[O:6].C(N(CC)CC)C.[C:29](Cl)(=[O:32])[O:30][CH3:31], predict the reaction product. The product is: [CH3:31][O:30][C:29]([NH:3][CH:4]([C:16]1[CH:21]=[CH:20][CH:19]=[CH:18][CH:17]=1)[C:5]([O:7][C@@H:8]1[CH:13]2[CH2:12][CH2:11][N:10]([CH2:15][CH2:14]2)[CH2:9]1)=[O:6])=[O:32].